Dataset: HIV replication inhibition screening data with 41,000+ compounds from the AIDS Antiviral Screen. Task: Binary Classification. Given a drug SMILES string, predict its activity (active/inactive) in a high-throughput screening assay against a specified biological target. (1) The compound is Cc1ccc(S(=O)C=C(NC(=O)OCc2ccccc2)C(F)(F)F)cc1. The result is 0 (inactive). (2) The drug is CN(O)C(=O)c1cccc(Cl)c1. The result is 0 (inactive). (3) The compound is CC(C)C1(Cl)CCC2C3(C)CCCC(C)(C(=O)O)C3CC(Cl)C2(Cl)C1Cl. The result is 0 (inactive). (4) The drug is Cc1cccc(NC(=O)CC(=O)N2N=C(N3c4ccccc4Sc4ccccc43)CC2c2ccccc2)c1. The result is 0 (inactive). (5) The drug is CCCCOC(=O)NC(Nc1ccc(S(N)(=O)=O)cc1)(C(F)(F)F)C(F)(F)F. The result is 0 (inactive).